From a dataset of Full USPTO retrosynthesis dataset with 1.9M reactions from patents (1976-2016). Predict the reactants needed to synthesize the given product. (1) Given the product [C:10]([OH:9])(=[O:11])[CH2:5][CH2:6][C:7]([OH:8])=[O:12].[OH:12][CH2:13][C:14]([CH2:19][OH:20])([CH2:17][OH:18])[CH2:15][OH:16], predict the reactants needed to synthesize it. The reactants are: CC(C[CH:5]1[C:10](=[O:11])[O:9][C:7](=[O:8])[CH2:6]1)=C.[OH:12][CH2:13][C:14]([CH2:19][OH:20])([CH2:17][OH:18])[CH2:15][OH:16].CC1C=CC(S(O)(=O)=O)=CC=1.N#N. (2) Given the product [CH3:1][O:2][C:3](=[O:22])[CH:4]([NH:14][C:15]([O:17][C:18]([CH3:19])([CH3:21])[CH3:20])=[O:16])[CH2:5][C:6]1[CH:11]=[CH:10][C:9]([O:12][S:37]([C:40]([F:43])([F:42])[F:41])(=[O:39])=[O:38])=[C:8]([O:13][S:37]([C:40]([F:43])([F:42])[F:41])(=[O:39])=[O:38])[CH:7]=1, predict the reactants needed to synthesize it. The reactants are: [CH3:1][O:2][C:3](=[O:22])[CH:4]([NH:14][C:15]([O:17][C:18]([CH3:21])([CH3:20])[CH3:19])=[O:16])[CH2:5][C:6]1[CH:11]=[CH:10][C:9]([OH:12])=[C:8]([OH:13])[CH:7]=1.C(N(CC)CC)C.C1C=CC(N([S:37]([C:40]([F:43])([F:42])[F:41])(=[O:39])=[O:38])[S:37]([C:40]([F:43])([F:42])[F:41])(=[O:39])=[O:38])=CC=1. (3) Given the product [CH:1]1([CH2:4][O:5][C:10]2[CH:11]=[CH:12][C:13]3[N:14]([C:16]([NH2:19])=[N:17][N:18]=3)[N:15]=2)[CH2:3][CH2:2]1, predict the reactants needed to synthesize it. The reactants are: [CH:1]1([CH2:4][OH:5])[CH2:3][CH2:2]1.[H-].[Na+].Br.Cl[C:10]1[CH:11]=[CH:12][C:13]2[N:14]([C:16]([NH2:19])=[N:17][N:18]=2)[N:15]=1.O. (4) The reactants are: [NH2:1][C:2]1[CH:18]=[CH:17][C:5]([O:6][C:7]2[CH:12]=[CH:11][N:10]=[C:9]([NH2:13])[C:8]=2[N+:14]([O-:16])=[O:15])=[CH:4][C:3]=1[CH3:19].[Cl:20][C:21]1[CH:26]=[CH:25][C:24]([N:27]=[C:28]=[O:29])=[CH:23][C:22]=1[C:30]([F:33])([F:32])[F:31]. Given the product [NH2:13][C:9]1[C:8]([N+:14]([O-:16])=[O:15])=[C:7]([O:6][C:5]2[CH:17]=[CH:18][C:2]([NH:1][C:28]([NH:27][C:24]3[CH:25]=[CH:26][C:21]([Cl:20])=[C:22]([C:30]([F:32])([F:31])[F:33])[CH:23]=3)=[O:29])=[C:3]([CH3:19])[CH:4]=2)[CH:12]=[CH:11][N:10]=1, predict the reactants needed to synthesize it.